Task: Predict the reactants needed to synthesize the given product.. Dataset: Full USPTO retrosynthesis dataset with 1.9M reactions from patents (1976-2016) (1) Given the product [NH2:1][C:4]1[CH:5]=[C:6]([CH:13]=[CH:14][CH:15]=1)[O:7][CH2:8][C:9]([O:11][CH3:12])=[O:10], predict the reactants needed to synthesize it. The reactants are: [N+:1]([C:4]1[CH:5]=[C:6]([CH:13]=[CH:14][CH:15]=1)[O:7][CH2:8][C:9]([O:11][CH3:12])=[O:10])([O-])=O. (2) The reactants are: [CH3:1][O:2][C:3]1[CH:8]=[C:7]([O:9][CH3:10])[C:6]([N+:11]([O-:13])=[O:12])=[CH:5][C:4]=1[OH:14].Cl.Cl[CH2:17][CH2:18][N:19]1[CH2:24][CH2:23][O:22][CH2:21][CH2:20]1.C([O-])([O-])=O.[K+].[K+]. Given the product [CH3:1][O:2][C:3]1[CH:8]=[C:7]([O:9][CH3:10])[C:6]([N+:11]([O-:13])=[O:12])=[CH:5][C:4]=1[O:14][CH2:17][CH2:18][N:19]1[CH2:24][CH2:23][O:22][CH2:21][CH2:20]1, predict the reactants needed to synthesize it.